Dataset: CYP1A2 inhibition data for predicting drug metabolism from PubChem BioAssay. Task: Regression/Classification. Given a drug SMILES string, predict its absorption, distribution, metabolism, or excretion properties. Task type varies by dataset: regression for continuous measurements (e.g., permeability, clearance, half-life) or binary classification for categorical outcomes (e.g., BBB penetration, CYP inhibition). Dataset: cyp1a2_veith. (1) The drug is CCN(c1ccccc1)S(=O)(=O)c1ccc(NC(=S)NC(=O)c2ccc(Br)o2)cc1. The result is 0 (non-inhibitor). (2) The result is 0 (non-inhibitor). The drug is CCN(CC)C(=O)N[C@H]1C[C@H]2c3cccc4[nH]cc(c34)C[C@@H]2N(C)C1. (3) The drug is O=S(=O)(O)c1ccc(-c2nnc(-c3ccccn3)nc2-c2ccc(S(=O)(=O)O)o2)o1.[Na]. The result is 0 (non-inhibitor). (4) The molecule is Nc1n[nH]c(-c2ccc(Br)cc2)c1Cl. The result is 1 (inhibitor). (5) The result is 0 (non-inhibitor). The compound is COC(=O)CSc1nnc(-c2ccccc2OC)n1-c1ccc(C)cc1. (6) The drug is O=C(CN1C(=O)c2cccc3cccc(c23)C1=O)N1CCCCCC1. The result is 1 (inhibitor).